Predict the reactants needed to synthesize the given product. From a dataset of Full USPTO retrosynthesis dataset with 1.9M reactions from patents (1976-2016). Given the product [CH2:28]([O:27][C:25]([CH2:24][O:23][C:20]1[CH:21]=[CH:22][C:17]([O:16][C:12]2[CH:11]=[C:10]([CH:15]=[CH:14][CH:13]=2)[C:9]([OH:31])=[O:8])=[CH:18][C:19]=1[CH3:30])=[O:26])[CH3:29], predict the reactants needed to synthesize it. The reactants are: C([O:8][C:9](=[O:31])[C:10]1[CH:15]=[CH:14][CH:13]=[C:12]([O:16][C:17]2[CH:22]=[CH:21][C:20]([O:23][CH2:24][C:25]([O:27][CH2:28][CH3:29])=[O:26])=[C:19]([CH3:30])[CH:18]=2)[CH:11]=1)C1C=CC=CC=1.